Dataset: Reaction yield outcomes from USPTO patents with 853,638 reactions. Task: Predict the reaction yield, written as a fraction of the theoretical maximum amount of product (1.0 means a 100% yield; for example, 0.34 means a 34% yield). (1) The reactants are [NH2:1]/[C:2](=[N:4]\[O:5][C:6](=O)[C@@H:7]([NH:12][C:13]([C:15]1[N:16]=[C:17]([C:31]2[CH:36]=[CH:35][CH:34]=[CH:33][CH:32]=2)[N:18]2[CH2:23][CH2:22][N:21]([C:24]([O:26][C:27]([CH3:30])([CH3:29])[CH3:28])=[O:25])[CH2:20][C:19]=12)=[O:14])[C:8]([CH3:11])([CH3:10])[CH3:9])/[CH3:3]. The catalyst is CCCC[N+](CCCC)(CCCC)CCCC.[F-].C1COCC1. The product is [CH3:10][C:8]([CH3:9])([CH3:11])[C@H:7]([NH:12][C:13]([C:15]1[N:16]=[C:17]([C:31]2[CH:32]=[CH:33][CH:34]=[CH:35][CH:36]=2)[N:18]2[CH2:23][CH2:22][N:21]([C:24]([O:26][C:27]([CH3:28])([CH3:29])[CH3:30])=[O:25])[CH2:20][C:19]=12)=[O:14])[C:6]1[O:5][N:4]=[C:2]([CH3:3])[N:1]=1. The yield is 0.880. (2) The yield is 0.430. The product is [Br:9][C:7]1[CH:6]=[C:4]([NH2:5])[CH:3]=[C:2]([C:14]2[CH:13]=[CH:12][C:11]([F:10])=[CH:16][C:15]=2[F:17])[CH:8]=1. The catalyst is C1C=CC([P]([Pd]([P](C2C=CC=CC=2)(C2C=CC=CC=2)C2C=CC=CC=2)([P](C2C=CC=CC=2)(C2C=CC=CC=2)C2C=CC=CC=2)[P](C2C=CC=CC=2)(C2C=CC=CC=2)C2C=CC=CC=2)(C2C=CC=CC=2)C2C=CC=CC=2)=CC=1.COCCOC.O. The reactants are Br[C:2]1[CH:3]=[C:4]([CH:6]=[C:7]([Br:9])[CH:8]=1)[NH2:5].[F:10][C:11]1[CH:16]=[C:15]([F:17])[CH:14]=[CH:13][C:12]=1B(O)O.C([O-])([O-])=O.[Na+].[Na+]. (3) The reactants are CC1C=CC=C([N+]([O-])=O)C=1C(OC(=O)C1C([N+]([O-])=O)=CC=CC=1C)=O.[OH:26][C@H:27]([C@H:32]([NH:36][C:37](=[O:98])[C@H:38]([NH:60][C:61](=[O:97])[C@H:62]([NH:67][C:68](=[O:96])[CH2:69][C@@H:70](O)/[CH:71]=[CH:72]/[CH2:73][CH2:74][S:75][C:76]([C:89]1[CH:94]=[CH:93][CH:92]=[CH:91][CH:90]=1)([C:83]1[CH:88]=[CH:87][CH:86]=[CH:85][CH:84]=1)[C:77]1[CH:82]=[CH:81][CH:80]=[CH:79][CH:78]=1)[CH2:63][CH:64]([CH3:66])[CH3:65])[CH2:39][S:40][C:41]([C:54]1[CH:59]=[CH:58][CH:57]=[CH:56][CH:55]=1)([C:48]1[CH:53]=[CH:52][CH:51]=[CH:50][CH:49]=1)[C:42]1[CH:47]=[CH:46][CH:45]=[CH:44][CH:43]=1)[CH:33]([CH3:35])[CH3:34])[CH2:28][C:29]([OH:31])=[O:30]. The catalyst is CN(C1C=CN=CC=1)C.C(Cl)Cl.C(Cl)Cl.C1COCC1. The product is [OH:26][C@@H:27]1[CH2:28][C:29](=[O:31])[O:30][C@H:70](/[CH:71]=[CH:72]/[CH2:73][CH2:74][S:75][C:76]([C:83]2[CH:88]=[CH:87][CH:86]=[CH:85][CH:84]=2)([C:89]2[CH:90]=[CH:91][CH:92]=[CH:93][CH:94]=2)[C:77]2[CH:82]=[CH:81][CH:80]=[CH:79][CH:78]=2)[CH2:69][C:68](=[O:96])[NH:67][C@H:62]([CH2:63][CH:64]([CH3:65])[CH3:66])[C:61](=[O:97])[NH:60][C@H:38]([CH2:39][S:40][C:41]([C:54]2[CH:59]=[CH:58][CH:57]=[CH:56][CH:55]=2)([C:42]2[CH:47]=[CH:46][CH:45]=[CH:44][CH:43]=2)[C:48]2[CH:49]=[CH:50][CH:51]=[CH:52][CH:53]=2)[C:37](=[O:98])[NH:36][C@@H:32]1[CH:33]([CH3:34])[CH3:35]. The yield is 0.470. (4) The reactants are [I:1][C:2]1[C:10]2[C:5](=[N:6][C:7]([CH3:11])=[CH:8][CH:9]=2)[NH:4][N:3]=1.C(=O)([O-])[O-].[Cs+].[Cs+].Br[CH2:19][C:20]1[CH:25]=[CH:24][CH:23]=[C:22]([F:26])[C:21]=1[F:27].O. The catalyst is CN(C=O)C.C(OCC)(=O)C. The product is [F:27][C:21]1[C:22]([F:26])=[CH:23][CH:24]=[CH:25][C:20]=1[CH2:19][N:4]1[C:5]2=[N:6][C:7]([CH3:11])=[CH:8][CH:9]=[C:10]2[C:2]([I:1])=[N:3]1. The yield is 1.00.